Dataset: Reaction yield outcomes from USPTO patents with 853,638 reactions. Task: Predict the reaction yield, written as a fraction of the theoretical maximum amount of product (1.0 means a 100% yield; for example, 0.34 means a 34% yield). (1) The reactants are C([O:3][C:4]([CH:6]1[CH2:11][CH2:10][CH2:9][N:8]([CH:12]2[CH2:17][CH2:16][N:15]([CH2:18][C:19]3[C:20]([C:40]4[CH:45]=[CH:44][CH:43]=[CH:42][CH:41]=4)=[N:21][C:22]4[C:27]([C:28]=3[C:29](=[O:39])[NH:30][C@H:31]([CH:33]3[CH2:38][CH2:37][CH2:36][CH2:35][CH2:34]3)[CH3:32])=[CH:26][CH:25]=[CH:24][CH:23]=4)[CH2:14][CH2:13]2)[CH2:7]1)=[O:5])C.C(O)C.[OH-].[Li+].OS([O-])(=O)=O.[K+]. The catalyst is O. The product is [CH:33]1([C@@H:31]([NH:30][C:29]([C:28]2[C:27]3[C:22](=[CH:23][CH:24]=[CH:25][CH:26]=3)[N:21]=[C:20]([C:40]3[CH:41]=[CH:42][CH:43]=[CH:44][CH:45]=3)[C:19]=2[CH2:18][N:15]2[CH2:14][CH2:13][CH:12]([N:8]3[CH2:9][CH2:10][CH2:11][CH:6]([C:4]([OH:5])=[O:3])[CH2:7]3)[CH2:17][CH2:16]2)=[O:39])[CH3:32])[CH2:38][CH2:37][CH2:36][CH2:35][CH2:34]1. The yield is 0.740. (2) The reactants are FC(F)(F)S([O-])(=O)=O.C([O:16][C:17](=[O:34])[CH2:18][CH2:19][N+:20]1[C:33]2[C:28](=[CH:29][CH:30]=[CH:31][CH:32]=2)[CH:27]=[C:26]2[C:21]=1[CH:22]=[CH:23][CH:24]=[CH:25]2)C1C=CC=CC=1.[BrH:35]. The catalyst is C(O)(=O)C. The product is [Br-:35].[C:17]([CH2:18][CH2:19][N+:20]1[C:33]2[C:28](=[CH:29][CH:30]=[CH:31][CH:32]=2)[CH:27]=[C:26]2[C:21]=1[CH:22]=[CH:23][CH:24]=[CH:25]2)([OH:34])=[O:16]. The yield is 0.950. (3) The reactants are [Cl:1][C:2]1[CH:12]=[CH:11][CH:10]=[CH:9][C:3]=1[C@@H:4]([OH:8])[C:5]([OH:7])=[O:6].P(=O)(Cl)(Cl)Cl.[CH3:18]O. No catalyst specified. The product is [Cl:1][C:2]1[CH:12]=[CH:11][CH:10]=[CH:9][C:3]=1[C@@H:4]([OH:8])[C:5]([O:7][CH3:18])=[O:6]. The yield is 0.950. (4) The reactants are [Br:1][C:2]1[CH:3]=[C:4]2[C:9](=[CH:10][CH:11]=1)[O:8][CH:7]([CH:12]1[CH2:17][CH2:16][O:15][C:14]([CH3:19])([CH3:18])[CH2:13]1)[CH2:6][C:5]2=O.[CH3:21][C:22]([S:25]([NH2:27])=[O:26])([CH3:24])[CH3:23].C([O-])(O)=O.[Na+]. The catalyst is C1COCC1.CCOC(C)=O.[O-]CC.[Ti+4].[O-]CC.[O-]CC.[O-]CC. The product is [Br:1][C:2]1[CH:3]=[C:4]2[C:9](=[CH:10][CH:11]=1)[O:8][CH:7]([CH:12]1[CH2:17][CH2:16][O:15][C:14]([CH3:19])([CH3:18])[CH2:13]1)[CH2:6][C:5]2=[N:27][S:25]([C:22]([CH3:24])([CH3:23])[CH3:21])=[O:26]. The yield is 0.950. (5) The reactants are [NH2:1][C:2]1[C:3]([C:26]([O:28]C)=O)=[N:4][C:5]([C:9]2[CH:14]=[CH:13][CH:12]=[C:11]([C:15]#[C:16][C@:17]3([OH:25])[CH2:22][CH2:21][CH2:20][N:19]([CH3:23])[C:18]3=[O:24])[CH:10]=2)=[C:6]([F:8])[CH:7]=1.[NH3:30]. No catalyst specified. The product is [NH2:1][C:2]1[C:3]([C:26]([NH2:30])=[O:28])=[N:4][C:5]([C:9]2[CH:14]=[CH:13][CH:12]=[C:11]([C:15]#[C:16][C@:17]3([OH:25])[CH2:22][CH2:21][CH2:20][N:19]([CH3:23])[C:18]3=[O:24])[CH:10]=2)=[C:6]([F:8])[CH:7]=1. The yield is 0.210. (6) The reactants are [Cl:1]C1C(C(F)(F)F)=CN=C2NC=C([NH:15][C:16](=[O:23])[C:17]3[CH:22]=[CH:21][CH:20]=[CH:19][N:18]=3)C=12.N1CCC[C@@H](NC(=O)OC(C)(C)C)C1.CCN(C(C)C)C(C)C.C(O)(C(F)(F)F)=O. The catalyst is CN1C(=O)CCC1.C(Cl)Cl.C(OCC)(=O)C. The product is [ClH:1].[N:18]1[CH:19]=[CH:20][CH:21]=[CH:22][C:17]=1[C:16]([NH2:15])=[O:23]. The yield is 0.470. (7) The reactants are [F:1][C:2]([F:41])([F:40])[C:3]1[CH:4]=[C:5]([CH:33]=[C:34]([C:36]([F:39])([F:38])[F:37])[CH:35]=1)[CH2:6][N:7]([CH2:14][C:15]1[CH:20]=[C:19]([C:21]([F:24])([F:23])[F:22])[CH:18]=[CH:17][C:16]=1[C:25]([CH:27]1[CH2:32][CH2:31][CH2:30][CH2:29][CH2:28]1)=[O:26])[C:8]1[N:9]=[N:10][N:11]([CH3:13])[N:12]=1.[CH3:42][Mg]Br. The catalyst is O1CCCC1. The product is [F:41][C:2]([F:1])([F:40])[C:3]1[CH:4]=[C:5]([CH:33]=[C:34]([C:36]([F:37])([F:38])[F:39])[CH:35]=1)[CH2:6][N:7]([CH2:14][C:15]1[CH:20]=[C:19]([C:21]([F:24])([F:23])[F:22])[CH:18]=[CH:17][C:16]=1[C:25]([CH:27]1[CH2:32][CH2:31][CH2:30][CH2:29][CH2:28]1)([OH:26])[CH3:42])[C:8]1[N:9]=[N:10][N:11]([CH3:13])[N:12]=1. The yield is 1.08.